Dataset: Peptide-MHC class I binding affinity with 185,985 pairs from IEDB/IMGT. Task: Regression. Given a peptide amino acid sequence and an MHC pseudo amino acid sequence, predict their binding affinity value. This is MHC class I binding data. (1) The peptide sequence is LIYYQNEVT. The MHC is HLA-A02:02 with pseudo-sequence HLA-A02:02. The binding affinity (normalized) is 0.118. (2) The peptide sequence is LKEPCPSGTY. The MHC is HLA-A29:02 with pseudo-sequence HLA-A29:02. The binding affinity (normalized) is 0.321. (3) The binding affinity (normalized) is 0.0847. The MHC is HLA-C07:01 with pseudo-sequence HLA-C07:01. The peptide sequence is SMFDSWGPF. (4) The peptide sequence is EPVDPRLEPW. The MHC is HLA-A23:01 with pseudo-sequence HLA-A23:01. The binding affinity (normalized) is 0. (5) The MHC is HLA-A29:02 with pseudo-sequence HLA-A29:02. The binding affinity (normalized) is 0.132. The peptide sequence is KVINLSELL. (6) The MHC is HLA-B45:01 with pseudo-sequence HLA-B45:01. The peptide sequence is FELTSMKYFV. The binding affinity (normalized) is 0.172. (7) The peptide sequence is ITKEKKEEL. The MHC is HLA-B46:01 with pseudo-sequence HLA-B46:01. The binding affinity (normalized) is 0.0847.